This data is from Forward reaction prediction with 1.9M reactions from USPTO patents (1976-2016). The task is: Predict the product of the given reaction. Given the reactants Br[CH:2]([OH:13])[CH2:3][CH2:4][CH2:5][CH2:6][CH2:7][CH2:8][CH2:9][CH2:10][CH2:11][CH3:12].[N-:14]=[N+:15]=[N-:16].[Na+], predict the reaction product. The product is: [N:14]([CH2:12][CH2:11][CH2:10][CH2:9][CH2:8][CH2:7][CH2:6][CH2:5][CH2:4][CH2:3][CH2:2][OH:13])=[N+:15]=[N-:16].